Dataset: Reaction yield outcomes from USPTO patents with 853,638 reactions. Task: Predict the reaction yield, written as a fraction of the theoretical maximum amount of product (1.0 means a 100% yield; for example, 0.34 means a 34% yield). (1) The reactants are [CH3:1][C:2]1[CH:7]=[CH:6][C:5]([SH:8])=[CH:4][CH:3]=1.P([O-])([O-])([O-])=O.[K+].[K+].[K+].CN(C)CC(O)=O.C[O:25][C:26](=[O:47])[C:27]1[CH:32]=[C:31]([S:33](=[O:45])(=[O:44])[NH:34][CH2:35][CH2:36][C:37]2[CH:42]=[CH:41][C:40](I)=[CH:39][CH:38]=2)[CH:30]=[CH:29][C:28]=1[CH3:46]. The catalyst is CN(C)C=O.C(OCC)(=O)C. The product is [CH3:46][C:28]1[CH:29]=[CH:30][C:31]([S:33](=[O:45])(=[O:44])[NH:34][CH2:35][CH2:36][C:37]2[CH:42]=[CH:41][C:40]([S:8][C:5]3[CH:6]=[CH:7][C:2]([CH3:1])=[CH:3][CH:4]=3)=[CH:39][CH:38]=2)=[CH:32][C:27]=1[C:26]([OH:25])=[O:47]. The yield is 0.100. (2) The reactants are [C:1]([C:3]1[C:12]2[C:7](=[CH:8][CH:9]=[CH:10][CH:11]=2)[C:6](F)=[CH:5][CH:4]=1)#[N:2].[CH2:14]([C:21]1([OH:27])[CH2:26][CH2:25][NH:24][CH2:23][CH2:22]1)[C:15]1[CH:20]=[CH:19][CH:18]=[CH:17][CH:16]=1. No catalyst specified. The product is [CH2:14]([C:21]1([OH:27])[CH2:26][CH2:25][N:24]([C:6]2[C:7]3[C:12](=[CH:11][CH:10]=[CH:9][CH:8]=3)[C:3]([C:1]#[N:2])=[CH:4][CH:5]=2)[CH2:23][CH2:22]1)[C:15]1[CH:16]=[CH:17][CH:18]=[CH:19][CH:20]=1. The yield is 0.300. (3) The yield is 0.190. The product is [CH3:8][N:9]([CH3:11])/[CH:10]=[CH:1]/[C:2](=[O:7])[CH2:3][CH2:4][CH2:5][CH3:6]. The reactants are [CH3:1][C:2](=[O:7])[CH2:3][CH2:4][CH2:5][CH3:6].[CH3:8][N:9]([CH:11](OC)OC)[CH3:10]. The catalyst is CN(C=O)C.